The task is: Predict the reactants needed to synthesize the given product.. This data is from Full USPTO retrosynthesis dataset with 1.9M reactions from patents (1976-2016). (1) The reactants are: [CH3:1][C:2]1[N:7]=[C:6]2[S:8][C:9]3[CH2:14][CH2:13][CH2:12][CH2:11][C:10]=3[C:5]2=[C:4]([C:15]2[CH:20]=[CH:19][C:18]([CH3:21])=[CH:17][CH:16]=2)[C:3]=1[CH2:22][C:23]([O:25][CH3:26])=[O:24].[Li+].C[Si]([N-][Si](C)(C)C)(C)C.[CH2:37]1[CH2:41]OC[CH2:38]1.ICCC. Given the product [CH3:1][C:2]1[N:7]=[C:6]2[S:8][C:9]3[CH2:14][CH2:13][CH2:12][CH2:11][C:10]=3[C:5]2=[C:4]([C:15]2[CH:16]=[CH:17][C:18]([CH3:21])=[CH:19][CH:20]=2)[C:3]=1[CH:22]([CH2:38][CH2:37][CH3:41])[C:23]([O:25][CH3:26])=[O:24], predict the reactants needed to synthesize it. (2) Given the product [I:24][C:16]1[N:17]=[N+:18]([O-:19])[C:13]2[CH:12]=[C:11]3[C:22]([CH2:23][CH:9]([CH3:8])[CH2:10]3)=[CH:21][C:14]=2[N:15]=1, predict the reactants needed to synthesize it. The reactants are: N(OC(C)(C)C)=O.[CH3:8][CH:9]1[CH2:23][C:22]2[C:11](=[CH:12][C:13]3[N+:18]([O-:19])=[N:17][C:16](N)=[N:15][C:14]=3[CH:21]=2)[CH2:10]1.[I:24]CI.